The task is: Predict the reactants needed to synthesize the given product.. This data is from Full USPTO retrosynthesis dataset with 1.9M reactions from patents (1976-2016). (1) Given the product [CH3:1][O:2][C:3](=[O:22])[C:4]1[CH:5]=[C:6]([N+:19]([O-:21])=[O:20])[CH:7]=[C:8]([C:24]2[CH:29]=[CH:28][C:27]([CH3:30])=[CH:26][N:25]=2)[CH:9]=1, predict the reactants needed to synthesize it. The reactants are: [CH3:1][O:2][C:3](=[O:22])[C:4]1[CH:9]=[C:8](B2OC(C)(C)C(C)(C)O2)[CH:7]=[C:6]([N+:19]([O-:21])=[O:20])[CH:5]=1.Br[C:24]1[CH:29]=[CH:28][C:27]([CH3:30])=[CH:26][N:25]=1.[O-]P([O-])([O-])=O.[K+].[K+].[K+]. (2) Given the product [CH3:17][S:18]([O:12][CH2:11][C:8]1([CH2:7][O:6][C:5]2[C:13]([F:15])=[CH:14][C:2]([Br:1])=[CH:3][C:4]=2[F:16])[CH2:10][CH2:9]1)(=[O:20])=[O:19], predict the reactants needed to synthesize it. The reactants are: [Br:1][C:2]1[CH:14]=[C:13]([F:15])[C:5]([O:6][CH2:7][C:8]2([CH2:11][OH:12])[CH2:10][CH2:9]2)=[C:4]([F:16])[CH:3]=1.[CH3:17][S:18](Cl)(=[O:20])=[O:19].O. (3) Given the product [CH3:11][C:5]1[C:6]2[S:7](=[O:8])(=[O:9])[N:10]=[CH:12][NH:1][C:2]=2[S:3][CH:4]=1, predict the reactants needed to synthesize it. The reactants are: [NH2:1][C:2]1[S:3][CH:4]=[C:5]([CH3:11])[C:6]=1[S:7]([NH2:10])(=[O:9])=[O:8].[CH:12](OC)(OC)OC. (4) Given the product [Cl:1][C:2]1[C:10]2[C:5](=[CH:6][C:7]([S:11]([NH:14][C@H:15]3[CH2:19][CH2:18][N:17]([C:20]4[CH:21]=[C:22]5[C:26](=[CH:27][CH:28]=4)[CH:25]([N:29]([CH3:30])[CH3:31])[CH2:24][CH2:23]5)[C:16]3=[O:32])(=[O:13])=[O:12])=[CH:8][CH:9]=2)[NH:4][CH:3]=1, predict the reactants needed to synthesize it. The reactants are: [Cl:1][C:2]1[C:10]2[C:5](=[CH:6][C:7]([S:11]([NH:14][C@H:15]3[CH2:19][CH2:18][N:17]([C:20]4[CH:21]=[C:22]5[C:26](=[CH:27][CH:28]=4)[CH:25]([N:29]([CH3:31])[CH3:30])[CH2:24][CH2:23]5)[C:16]3=[O:32])(=[O:13])=[O:12])=[CH:8][CH:9]=2)[N:4]([Si](C(C)C)(C(C)C)C(C)C)[CH:3]=1.O.[F-].C([N+](CC)(CC)CC)C. (5) The reactants are: [Cl:1][C:2]1(C(O)=O)C=C[C:5](C)=[CH:4][CH2:3]1.B.[CH2:13]1[CH2:17][O:16][CH2:15][CH2:14]1. Given the product [Cl:1][CH2:2][C:3]1[CH:15]=[CH:14][C:13]([CH2:17][OH:16])=[CH:5][CH:4]=1, predict the reactants needed to synthesize it.